Dataset: Catalyst prediction with 721,799 reactions and 888 catalyst types from USPTO. Task: Predict which catalyst facilitates the given reaction. (1) Reactant: [Cl:1][C:2]1[CH:28]=[CH:27][CH:26]=[C:25]([Cl:29])[C:3]=1[C:4]([NH:6][C@H:7]([C:21]([O:23]C)=[O:22])[CH2:8][C:9]1[CH:14]=[CH:13][C:12]([C:15]2[CH2:16][CH2:17][NH:18][CH2:19][CH:20]=2)=[CH:11][CH:10]=1)=[O:5].[F:30][C:31]1[CH:36]=[CH:35][CH:34]=[CH:33][C:32]=1[N:37]=[C:38]=[O:39].O.[OH-].[Li+]. Product: [Cl:1][C:2]1[CH:28]=[CH:27][CH:26]=[C:25]([Cl:29])[C:3]=1[C:4]([NH:6][C@H:7]([C:21]([OH:23])=[O:22])[CH2:8][C:9]1[CH:10]=[CH:11][C:12]([C:15]2[CH2:16][CH2:17][N:18]([C:38]([NH:37][C:32]3[CH:33]=[CH:34][CH:35]=[CH:36][C:31]=3[F:30])=[O:39])[CH2:19][CH:20]=2)=[CH:13][CH:14]=1)=[O:5]. The catalyst class is: 20. (2) Reactant: Br[C:2]1[CH:3]=[C:4]2[CH:10]=[C:9]([C:11]3[C:16]([F:17])=[CH:15][CH:14]=[CH:13][C:12]=3[F:18])[NH:8][C:5]2=[N:6][CH:7]=1.[B:19]1([B:19]2[O:23][C:22]([CH3:25])([CH3:24])[C:21]([CH3:27])([CH3:26])[O:20]2)[O:23][C:22]([CH3:25])([CH3:24])[C:21]([CH3:27])([CH3:26])[O:20]1.C([O-])(=O)C.[K+]. Product: [F:18][C:12]1[CH:13]=[CH:14][CH:15]=[C:16]([F:17])[C:11]=1[C:9]1[NH:8][C:5]2=[N:6][CH:7]=[C:2]([B:19]3[O:23][C:22]([CH3:25])([CH3:24])[C:21]([CH3:27])([CH3:26])[O:20]3)[CH:3]=[C:4]2[CH:10]=1. The catalyst class is: 75. (3) Reactant: [Br:1][C:2]1[C:7]([CH2:8][CH:9]([C:11]2[CH:16]=[CH:15][CH:14]=[CH:13][CH:12]=2)[OH:10])=[CH:6][CH:5]=[CH:4][N:3]=1.[H-].[Na+].Br[CH2:20][C:21]([O:23][CH3:24])=[O:22]. Product: [Br:1][C:2]1[C:7]([CH2:8][CH:9]([C:11]2[CH:16]=[CH:15][CH:14]=[CH:13][CH:12]=2)[O:10][CH2:20][C:21]([O:23][CH3:24])=[O:22])=[CH:6][CH:5]=[CH:4][N:3]=1. The catalyst class is: 3. (4) Reactant: C[N:2]([CH:4]=[O:5])C.[CH:6]([O:9][C:10]([C:12]1[CH:13]=[CH:14][C:15]2[C:16]3[N:24]=[C:23]([C:25]4[CH:30]=[CH:29][CH:28]=[CH:27][CH:26]=4)[CH:22]=[C:21](C(O)=O)[C:17]=3[NH:18][C:19]=2[CH:20]=1)=[O:11])([CH3:8])[CH3:7].C(Cl)CCl.O.ON1C2C=CC=CC=2N=N1. Product: [C:4]([C:21]1[C:17]2[NH:18][C:19]3[CH:20]=[C:12]([C:10]([O:9][CH:6]([CH3:8])[CH3:7])=[O:11])[CH:13]=[CH:14][C:15]=3[C:16]=2[N:24]=[C:23]([C:25]2[CH:30]=[CH:29][CH:28]=[CH:27][CH:26]=2)[CH:22]=1)(=[O:5])[NH2:2]. The catalyst class is: 6. (5) Reactant: [OH:1][C:2]1[CH:7]=[CH:6][C:5]([C:8]2[N:13]=[C:12]([O:14][C@@H:15]([C@H:17]3[CH2:21][NH:20][C:19](=[O:22])[CH2:18]3)[CH3:16])[C:11]3=[CH:23][N:24]([CH3:26])[N:25]=[C:10]3[CH:9]=2)=[CH:4][C:3]=1[O:27][CH3:28].CC1C=CC(S(O[CH:40]2[CH2:45][CH2:44][O:43][CH2:42][CH2:41]2)(=O)=O)=CC=1.C(=O)([O-])[O-].[K+].[K+]. Product: [CH3:28][O:27][C:3]1[CH:4]=[C:5]([C:8]2[N:13]=[C:12]([O:14][C@@H:15]([C@H:17]3[CH2:21][NH:20][C:19](=[O:22])[CH2:18]3)[CH3:16])[C:11]3=[CH:23][N:24]([CH3:26])[N:25]=[C:10]3[CH:9]=2)[CH:6]=[CH:7][C:2]=1[O:1][CH:40]1[CH2:45][CH2:44][O:43][CH2:42][CH2:41]1. The catalyst class is: 18.